From a dataset of Full USPTO retrosynthesis dataset with 1.9M reactions from patents (1976-2016). Predict the reactants needed to synthesize the given product. Given the product [CH3:11][C:8]([C:12]1[CH:17]=[CH:16][CH:15]=[CH:14][CH:13]=1)([CH3:7])[CH2:9][NH2:10], predict the reactants needed to synthesize it. The reactants are: [H-].[Al+3].[Li+].[H-].[H-].[H-].[CH3:7][C:8]([C:12]1[CH:17]=[CH:16][CH:15]=[CH:14][CH:13]=1)([CH3:11])[C:9]#[N:10].O.[OH-].[Na+].